This data is from Full USPTO retrosynthesis dataset with 1.9M reactions from patents (1976-2016). The task is: Predict the reactants needed to synthesize the given product. (1) Given the product [CH2:1]([CH:3]([C:6]1[C:14]2[NH:13][C:12](=[O:15])[NH:11][C:10]=2[CH:9]=[CH:8][CH:7]=1)[CH2:4][CH3:5])[CH3:2], predict the reactants needed to synthesize it. The reactants are: [CH2:1](/[C:3](/[C:6]1[C:14]2[NH:13][C:12](=[O:15])[NH:11][C:10]=2[CH:9]=[CH:8][CH:7]=1)=[CH:4]\[CH3:5])[CH3:2].C(/C(/C1C2NC(=O)NC=2C=CC=1)=C/C)C.C([O-])=O.[NH4+]. (2) Given the product [CH2:21]([O:23][C:22]([C:21]1[C:4]2[O:3][B:2]([OH:1])[CH:7]([NH:8][C:9](=[O:17])[CH2:10][CH2:11][C:12]3[S:16][CH:15]=[N:14][CH:13]=3)[CH2:6][C:5]=2[CH:18]=[CH:19][CH:20]=1)=[O:24])[CH2:4][CH2:5][CH3:6], predict the reactants needed to synthesize it. The reactants are: [OH:1][B:2]1[C@@H:7]([NH:8][C:9](=[O:17])[CH2:10][CH2:11][C:12]2[S:16][CH:15]=[N:14][CH:13]=2)[CH2:6][C:5]2[CH:18]=[CH:19][CH:20]=[C:21]([C:22]([OH:24])=[O:23])[C:4]=2[O:3]1. (3) Given the product [C:36]([O:39][C:7]1[CH:12]=[CH:11][C:10]([C:13]2[CH:22]=[CH:21][CH:20]=[CH:19][C:14]=2[C:15]([O:17][CH3:18])=[O:16])=[N:9][CH:8]=1)(=[O:38])[CH3:37], predict the reactants needed to synthesize it. The reactants are: S(=O)(=O)(O)O.N[C:7]1[CH:8]=[N:9][C:10]([C:13]2[CH:22]=[CH:21][CH:20]=[CH:19][C:14]=2[C:15]([O:17][CH3:18])=[O:16])=[CH:11][CH:12]=1.[Br-].[Na+].N([O-])=O.[Na+].S(N)(=O)(=O)O.[OH-].[Na+].[C:36]([O:39]C(=O)C)(=[O:38])[CH3:37]. (4) Given the product [Cl:36][C:37]1[N:42]=[C:41]([C:5]2[CH:4]=[C:3]([C:19]3[N:23]([CH2:24][O:25][CH2:26][CH2:27][Si:28]([CH3:31])([CH3:30])[CH3:29])[C:22]4[CH:32]=[CH:33][CH:34]=[CH:35][C:21]=4[N:20]=3)[C:2](=[O:1])[N:7]([CH2:8][O:9][CH2:10][CH2:11][Si:12]([CH3:15])([CH3:14])[CH3:13])[N:6]=2)[CH:40]=[CH:39][N:38]=1, predict the reactants needed to synthesize it. The reactants are: [O:1]=[C:2]1[N:7]([CH2:8][O:9][CH2:10][CH2:11][Si:12]([CH3:15])([CH3:14])[CH3:13])[N:6]=[C:5](B(O)O)[CH:4]=[C:3]1[C:19]1[N:23]([CH2:24][O:25][CH2:26][CH2:27][Si:28]([CH3:31])([CH3:30])[CH3:29])[C:22]2[CH:32]=[CH:33][CH:34]=[CH:35][C:21]=2[N:20]=1.[Cl:36][C:37]1[N:42]=[C:41](Cl)[CH:40]=[CH:39][N:38]=1.C(=O)([O-])[O-].[Cs+].[Cs+]. (5) Given the product [Br:13][C:12]1[CH:11]=[N:10][CH:9]=[C:8]([Br:14])[C:7]=1[CH2:6][CH2:5][CH2:4][OH:3], predict the reactants needed to synthesize it. The reactants are: C([O:3][C:4](=O)[CH:5]=[CH:6][C:7]1[C:12]([Br:13])=[CH:11][N:10]=[CH:9][C:8]=1[Br:14])C.[BH4-].[Na+].C(O)(=O)C. (6) Given the product [C:10]1([O:14][C:15]2[CH:20]=[CH:19][C:18]([OH:21])=[CH:17][CH:16]=2)[CH:11]=[CH:12][CH:13]=[C:8]([O:7][C:6]2[CH:5]=[CH:4][C:3]([OH:2])=[CH:24][CH:23]=2)[CH:9]=1, predict the reactants needed to synthesize it. The reactants are: C[O:2][C:3]1[CH:24]=[CH:23][C:6]([O:7][C:8]2[CH:13]=[CH:12][CH:11]=[C:10]([O:14][C:15]3[CH:20]=[CH:19][C:18]([O:21]C)=[CH:17][CH:16]=3)[CH:9]=2)=[CH:5][CH:4]=1.O.